Dataset: Forward reaction prediction with 1.9M reactions from USPTO patents (1976-2016). Task: Predict the product of the given reaction. Given the reactants [Cl:1][C:2]1[CH:3]=[CH:4][C:5]([C:9]2[N:13]([CH2:14][CH:15]3[CH2:20][CH2:19][CH2:18][CH2:17][CH2:16]3)[C:12]3[CH:21]=[C:22]([F:26])[C:23]([F:25])=[CH:24][C:11]=3[N:10]=2)=[C:6]([OH:8])[CH:7]=1.[CH2:27]([O:29][C:30](=[O:37])[CH2:31][CH2:32][CH2:33][CH2:34][CH2:35]Br)[CH3:28], predict the reaction product. The product is: [CH2:27]([O:29][C:30](=[O:37])[CH2:31][CH2:32][CH2:33][CH2:34][CH2:35][O:8][C:6]1[CH:7]=[C:2]([Cl:1])[CH:3]=[CH:4][C:5]=1[C:9]1[N:13]([CH2:14][CH:15]2[CH2:16][CH2:17][CH2:18][CH2:19][CH2:20]2)[C:12]2[CH:21]=[C:22]([F:26])[C:23]([F:25])=[CH:24][C:11]=2[N:10]=1)[CH3:28].